From a dataset of Full USPTO retrosynthesis dataset with 1.9M reactions from patents (1976-2016). Predict the reactants needed to synthesize the given product. (1) Given the product [N+:1]([C:4]1[CH:5]=[N:6][CH:7]=[CH:8][C:9]=1[CH:10]=[C:31]1[CH2:32][CH2:33][N:28]([C:21]([O:23][C:24]([CH3:27])([CH3:26])[CH3:25])=[O:22])[CH2:29][CH2:30]1)([O-:3])=[O:2], predict the reactants needed to synthesize it. The reactants are: [N+:1]([C:4]1[CH:5]=[N:6][CH:7]=[CH:8][C:9]=1[CH2:10]P(=O)(OCC)OCC)([O-:3])=[O:2].[H-].[Na+].[C:21]([N:28]1[CH2:33][CH2:32][CH2:31][CH2:30][CH2:29]1)([O:23][C:24]([CH3:27])([CH3:26])[CH3:25])=[O:22]. (2) Given the product [C:12]([O:20][C@@H:21]1[C@H:27]([O:28][C:29](=[O:36])[C:30]2[CH:35]=[CH:34][CH:33]=[CH:32][CH:31]=2)[C@@H:26]([O:37][C:38](=[O:45])[C:39]2[CH:40]=[CH:41][CH:42]=[CH:43][CH:44]=2)[C@H:25]([CH3:46])[O:24][C:22]1=[O:23])(=[O:19])[C:13]1[CH:18]=[CH:17][CH:16]=[CH:15][CH:14]=1, predict the reactants needed to synthesize it. The reactants are: C1C=C[NH+]=CC=1.[O-][Cr](Cl)(=O)=O.[C:12]([O:20][C@@H:21]1[C@H:27]([O:28][C:29](=[O:36])[C:30]2[CH:35]=[CH:34][CH:33]=[CH:32][CH:31]=2)[C@@H:26]([O:37][C:38](=[O:45])[C:39]2[CH:44]=[CH:43][CH:42]=[CH:41][CH:40]=2)[C@H:25]([CH3:46])[O:24][CH:22]1[OH:23])(=[O:19])[C:13]1[CH:18]=[CH:17][CH:16]=[CH:15][CH:14]=1.CCOCC. (3) The reactants are: Cl.[Cl:2][C:3]1[N:4]=[C:5]([C:10]([NH:12][C@H:13]2[CH2:18][CH2:17][NH:16][CH2:15][C@H:14]2[O:19][CH3:20])=[O:11])[NH:6][C:7]=1[CH2:8][CH3:9].[Cl:21][C:22]1[CH:27]=[C:26]([C:28]([O:30][CH2:31]C)=[O:29])[CH:25]=[C:24](Cl)[N:23]=1.C(N(C(C)C)CC)(C)C. Given the product [Cl:21][C:22]1[CH:27]=[C:26]([C:28]([O:30][CH3:31])=[O:29])[CH:25]=[C:24]([N:16]2[CH2:17][CH2:18][C@H:13]([NH:12][C:10]([C:5]3[NH:6][C:7]([CH2:8][CH3:9])=[C:3]([Cl:2])[N:4]=3)=[O:11])[C@H:14]([O:19][CH3:20])[CH2:15]2)[N:23]=1, predict the reactants needed to synthesize it. (4) Given the product [Br:8][C:9]1[C:14]([O:15][CH3:16])=[CH:13][NH:12][C:11](=[O:17])[CH:10]=1, predict the reactants needed to synthesize it. The reactants are: Br.[NH+]1C=CC=CC=1.[Br:8][C:9]1[C:14]([O:15][CH3:16])=[CH:13][N:12]=[C:11]([O:17]C)[CH:10]=1.